From a dataset of Catalyst prediction with 721,799 reactions and 888 catalyst types from USPTO. Predict which catalyst facilitates the given reaction. Reactant: [OH:1][C:2]([CH3:35])([CH3:34])[CH2:3][C@@:4]1([C:28]2[CH:33]=[CH:32][CH:31]=[CH:30][CH:29]=2)[O:9][C:8](=[O:10])[N:7]([C@H:11]([C:13]2[CH:18]=[CH:17][C:16](B3OC(C)(C)C(C)(C)O3)=[CH:15][CH:14]=2)[CH3:12])[CH2:6][CH2:5]1.I[C:37]1[CH:42]=[CH:41][NH:40][C:39](=[O:43])[CH:38]=1.C([O-])([O-])=O.[Cs+].[Cs+].C(Cl)Cl. Product: [OH:1][C:2]([CH3:34])([CH3:35])[CH2:3][C@@:4]1([C:28]2[CH:33]=[CH:32][CH:31]=[CH:30][CH:29]=2)[O:9][C:8](=[O:10])[N:7]([C@H:11]([C:13]2[CH:14]=[CH:15][C:16]([C:37]3[CH:42]=[CH:41][NH:40][C:39](=[O:43])[CH:38]=3)=[CH:17][CH:18]=2)[CH3:12])[CH2:6][CH2:5]1. The catalyst class is: 75.